From a dataset of Full USPTO retrosynthesis dataset with 1.9M reactions from patents (1976-2016). Predict the reactants needed to synthesize the given product. (1) Given the product [CH:29]1([C:27]([NH:26][C:25]2[N:21]([CH2:20][CH2:19][CH2:18][NH:14][CH:15]([CH3:17])[CH3:16])[C:22]([S:35][C:36]3[C:44]([I:45])=[CH:43][C:39]4[O:40][CH2:41][O:42][C:38]=4[CH:37]=3)=[N:23][C:24]=2[C:32]([NH2:33])=[O:34])=[O:28])[CH2:31][CH2:30]1, predict the reactants needed to synthesize it. The reactants are: C(O)(C(F)(F)F)=O.C(OC(=O)[N:14]([CH2:18][CH2:19][CH2:20][N:21]1[C:25]([NH:26][C:27]([CH:29]2[CH2:31][CH2:30]2)=[O:28])=[C:24]([C:32](=[O:34])[NH2:33])[N:23]=[C:22]1[S:35][C:36]1[C:44]([I:45])=[CH:43][C:39]2[O:40][CH2:41][O:42][C:38]=2[CH:37]=1)[CH:15]([CH3:17])[CH3:16])(C)(C)C. (2) Given the product [F:15][C:12]1[CH:11]=[C:10]([NH:16][C:17]2[N:22]=[C:21]([S:23][C:24]#[N:25])[C:20]([N+:26]([O-:28])=[O:27])=[CH:19][N:18]=2)[C:9]([NH2:5])=[CH:14][CH:13]=1.[C:51]([OH:57])([C:53]([F:56])([F:55])[F:54])=[O:52], predict the reactants needed to synthesize it. The reactants are: C([N:5]([C:9]1[CH:14]=[CH:13][C:12]([F:15])=[CH:11][C:10]=1[NH:16][C:17]1[N:22]=[C:21]([S:23][C:24]#[N:25])[C:20]([N+:26]([O-:28])=[O:27])=[CH:19][N:18]=1)C(=O)O)(C)(C)C.FC1C=CC2N=CN(C3N=C(SC#N)C([N+]([O-])=O)=CN=3)C=2C=1.[C:51]([OH:57])([C:53]([F:56])([F:55])[F:54])=[O:52].C(Cl)Cl. (3) The reactants are: [CH2:1]([O:3][C:4](=[O:22])[CH2:5][C:6]1[CH:7]=[C:8]([C:13]2[CH:18]=[CH:17][C:16]([F:19])=[CH:15][C:14]=2[CH:20]=O)[CH:9]=[C:10]([Cl:12])[CH:11]=1)[CH3:2].[CH2:23]([NH2:25])[CH3:24]. Given the product [CH2:1]([O:3][C:4](=[O:22])[CH2:5][C:6]1[CH:7]=[C:8]([C:13]2[CH:18]=[CH:17][C:16]([F:19])=[CH:15][C:14]=2[CH2:20][NH:25][CH2:23][CH3:24])[CH:9]=[C:10]([Cl:12])[CH:11]=1)[CH3:2], predict the reactants needed to synthesize it.